From a dataset of hERG Central: cardiac toxicity at 1µM, 10µM, and general inhibition. Predict hERG channel inhibition at various concentrations. (1) The molecule is CCCc1cc(=O)oc2cc(C)cc(OCC(=O)NCc3ccncc3)c12. Results: hERG_inhib (hERG inhibition (general)): blocker. (2) The molecule is CC(C)C[C@H]1CN=C(Nc2ccccc2)N1CCC(C)c1ccccc1. Results: hERG_inhib (hERG inhibition (general)): blocker. (3) The molecule is OCCC1CN(Cc2ccc(C(F)(F)F)cc2)CCN1Cc1ccccc1. Results: hERG_inhib (hERG inhibition (general)): blocker. (4) The drug is N/C(=N\OC(=O)/C=C/c1ccccc1)c1ccncc1. Results: hERG_inhib (hERG inhibition (general)): blocker. (5) The compound is CC(C)CCN1CCN(Cc2cccc(-n3cccn3)c2)CC1CCO. Results: hERG_inhib (hERG inhibition (general)): blocker. (6) The drug is CC(Oc1ccc(Br)cc1)C(=O)N1CCC(C(N)=O)CC1. Results: hERG_inhib (hERG inhibition (general)): blocker. (7) The drug is O=C(c1ccoc1)N1CCCC(N2CCN(c3cccc(C(F)(F)F)c3)CC2)C1. Results: hERG_inhib (hERG inhibition (general)): blocker. (8) The molecule is Cc1cc(C(=O)CCl)c(C)n1-c1cccc(S(=O)(=O)N2CCOCC2)c1. Results: hERG_inhib (hERG inhibition (general)): blocker. (9) The molecule is Cn1c(SCC2CCCO2)nnc1-c1ccc([N+](=O)[O-])cc1. Results: hERG_inhib (hERG inhibition (general)): blocker. (10) The drug is Cc1nn2c(NCCN3CCOCC3)c3c(nc2c1-c1ccccc1)CCCC3. Results: hERG_inhib (hERG inhibition (general)): blocker.